From a dataset of Forward reaction prediction with 1.9M reactions from USPTO patents (1976-2016). Predict the product of the given reaction. (1) Given the reactants I[C:2]1[C:3]2[S:11][CH:10]=[C:9]([C:12]3[CH:13]=[C:14]4[C:18](=[CH:19][CH:20]=3)[N:17]([C:21](=[O:29])[CH2:22][C:23]3[CH:28]=[CH:27][CH:26]=[CH:25][CH:24]=3)[CH2:16][CH2:15]4)[C:4]=2[C:5]([NH2:8])=[N:6][CH:7]=1.C([N:37]1[CH:41]=[C:40](B2OC(C)(C)C(C)(C)O2)[CH:39]=[N:38]1)(OC(C)(C)C)=O.C(=O)(O)[O-].[Na+].CO, predict the reaction product. The product is: [C:23]1([CH2:22][C:21]([N:17]2[C:18]3[C:14](=[CH:13][C:12]([C:9]4[C:4]5[C:5]([NH2:8])=[N:6][CH:7]=[C:2]([C:40]6[CH:41]=[N:37][NH:38][CH:39]=6)[C:3]=5[S:11][CH:10]=4)=[CH:20][CH:19]=3)[CH2:15][CH2:16]2)=[O:29])[CH:24]=[CH:25][CH:26]=[CH:27][CH:28]=1. (2) Given the reactants [I:1][C:2]1[C:10]2[C:5](=[CH:6][CH:7]=[C:8]([C:11]([OH:13])=O)[CH:9]=2)[NH:4][N:3]=1.[S:14]1[CH:18]=[CH:17][CH:16]=[C:15]1[C@H:19]([NH2:22])[CH2:20][CH3:21].CN(C(ON1N=NC2C=CC=CC1=2)=[N+](C)C)C.[B-](F)(F)(F)F.CCN(C(C)C)C(C)C, predict the reaction product. The product is: [I:1][C:2]1[C:10]2[C:5](=[CH:6][CH:7]=[C:8]([C:11]([NH:22][C@@H:19]([C:15]3[S:14][CH:18]=[CH:17][CH:16]=3)[CH2:20][CH3:21])=[O:13])[CH:9]=2)[NH:4][N:3]=1. (3) Given the reactants [Cl:1][C:2]1[CH:7]=[CH:6][C:5]([CH:8]([C:20]2[CH:25]=[CH:24][C:23]([Cl:26])=[CH:22][CH:21]=2)[C:9]2[CH:10]=[C:11]3[C:16](=[CH:17][CH:18]=2)[N:15]=[CH:14][N:13]=[C:12]3Cl)=[CH:4][CH:3]=1.Cl.[F:28][C:29]([F:40])([F:39])[S:30]([NH:33][CH:34]1[CH2:38][CH2:37][NH:36][CH2:35]1)(=[O:32])=[O:31], predict the reaction product. The product is: [Cl:26][C:23]1[CH:22]=[CH:21][C:20]([CH:8]([C:5]2[CH:6]=[CH:7][C:2]([Cl:1])=[CH:3][CH:4]=2)[C:9]2[CH:10]=[C:11]3[C:16](=[CH:17][CH:18]=2)[N:15]=[CH:14][N:13]=[C:12]3[N:36]2[CH2:37][CH2:38][CH:34]([NH:33][S:30]([C:29]([F:28])([F:39])[F:40])(=[O:31])=[O:32])[CH2:35]2)=[CH:25][CH:24]=1. (4) Given the reactants CN(C(ON1N=NC2C=CC=NC1=2)=[N+](C)C)C.F[P-](F)(F)(F)(F)F.[C:25]([C:29]1[CH:30]=[C:31]([NH:40][C:41]([NH:43][C:44]2[C:53]3[C:48](=[CH:49][CH:50]=[CH:51][CH:52]=3)[C:47]([O:54][C:55]3[CH:60]=[CH:59][N:58]=[C:57]([NH:61][CH2:62][C:63]4[CH:68]=[CH:67][CH:66]=[CH:65][N:64]=4)[CH:56]=3)=[CH:46][CH:45]=2)=[O:42])[C:32]([O:38][CH3:39])=[C:33]([CH:37]=1)[C:34]([OH:36])=O)([CH3:28])([CH3:27])[CH3:26].[O:69]1[CH2:72][CH:71]([NH2:73])[CH2:70]1, predict the reaction product. The product is: [C:25]([C:29]1[CH:30]=[C:31]([NH:40][C:41]([NH:43][C:44]2[C:53]3[C:48](=[CH:49][CH:50]=[CH:51][CH:52]=3)[C:47]([O:54][C:55]3[CH:60]=[CH:59][N:58]=[C:57]([NH:61][CH2:62][C:63]4[CH:68]=[CH:67][CH:66]=[CH:65][N:64]=4)[CH:56]=3)=[CH:46][CH:45]=2)=[O:42])[C:32]([O:38][CH3:39])=[C:33]([CH:37]=1)[C:34]([NH:73][CH:71]1[CH2:72][O:69][CH2:70]1)=[O:36])([CH3:28])([CH3:26])[CH3:27]. (5) The product is: [CH3:28][N:23]1[C:22]([C:20](=[O:21])[NH:19][CH3:18])=[C:26]([NH:27][C:8]([C:6]2[C:5]([NH:11][C:12]3[CH:13]=[N:14][CH:15]=[N:16][CH:17]=3)=[CH:4][CH:3]=[C:2]([Cl:1])[N:7]=2)=[O:10])[CH:25]=[N:24]1. Given the reactants [Cl:1][C:2]1[N:7]=[C:6]([C:8]([OH:10])=O)[C:5]([NH:11][C:12]2[CH:13]=[N:14][CH:15]=[N:16][CH:17]=2)=[CH:4][CH:3]=1.[CH3:18][NH:19][C:20]([C:22]1[N:23]([CH3:28])[N:24]=[CH:25][C:26]=1[NH2:27])=[O:21], predict the reaction product. (6) Given the reactants O1CCOCC1.Cl[C:8]1[N:13]=[C:12]([CH3:14])[N:11]=[C:10]([NH2:15])[N:9]=1.[F:16][C:17]1[C:22](B(O)O)=[CH:21][CH:20]=[CH:19][N:18]=1.C([O-])(=O)C.[K+], predict the reaction product. The product is: [F:16][C:17]1[C:22]([C:8]2[N:13]=[C:12]([CH3:14])[N:11]=[C:10]([NH2:15])[N:9]=2)=[CH:21][CH:20]=[CH:19][N:18]=1. (7) Given the reactants Cl[C:2]1[N:7]=[C:6]([C:8]2[N:12]3[CH:13]=[CH:14][CH:15]=[CH:16][C:11]3=[N:10][CH:9]=2)[C:5]([CH3:17])=[CH:4][N:3]=1.[NH2:18][C:19]1[CH:24]=[CH:23][C:22]([N:25]2[CH2:30][CH2:29][N:28]([CH:31]([CH2:34][OH:35])[CH2:32][OH:33])[CH2:27][CH2:26]2)=[CH:21][C:20]=1[O:36][CH3:37].O.CC1C=CC(S(O)(=O)=O)=CC=1, predict the reaction product. The product is: [N:10]1[CH:9]=[C:8]([C:6]2[C:5]([CH3:17])=[CH:4][N:3]=[C:2]([NH:18][C:19]3[CH:24]=[CH:23][C:22]([N:25]4[CH2:30][CH2:29][N:28]([CH:31]([CH2:34][OH:35])[CH2:32][OH:33])[CH2:27][CH2:26]4)=[CH:21][C:20]=3[O:36][CH3:37])[N:7]=2)[N:12]2[CH:13]=[CH:14][CH:15]=[CH:16][C:11]=12. (8) Given the reactants [CH3:1][NH:2][CH2:3][C:4]1[N:5]([CH3:13])[C:6]2[C:11]([CH:12]=1)=[CH:10][CH:9]=[CH:8][CH:7]=2.CNCC1C=CC2C(=CC=CC=2)C=1CCC.[NH2:30][C:31]1[N:36]=[CH:35][C:34](/[CH:37]=[CH:38]/[C:39]([OH:41])=O)=[CH:33][C:32]=1[CH2:42][CH2:43][C:44]([OH:46])=O.Cl.[CH3:48][N:49]1[CH2:55][C:54]2[CH:56]=[C:57](/[CH:60]=[CH:61]/[C:62](O)=O)C=N[C:53]=2[NH:52][C:51](=O)[CH2:50]1, predict the reaction product. The product is: [NH2:30][C:31]1[N:36]=[CH:35][C:34](/[CH:37]=[CH:38]/[C:39]([N:2]([CH3:1])[CH2:3][C:4]2[N:5]([CH3:13])[C:6]3[C:11]([CH:12]=2)=[CH:10][CH:9]=[CH:8][CH:7]=3)=[O:41])=[CH:33][C:32]=1[CH2:42][CH2:43][C:44](=[O:46])[N:52]([CH3:53])[CH2:51][C:50]1[N:49]([CH3:48])[C:55]2[C:61]([CH:62]=1)=[CH:60][CH:57]=[CH:56][CH:54]=2. (9) Given the reactants [NH2:1][CH2:2][CH:3]1[CH2:8][CH2:7][NH:6][CH2:5][CH2:4]1.C(=O)C1C=CC=CC=1.ClCCl.[CH2:20]([O:27][C:28](ON1C(=O)CCC1=O)=[O:29])[C:21]1[CH:26]=[CH:25][CH:24]=[CH:23][CH:22]=1, predict the reaction product. The product is: [NH2:1][CH2:2][CH:3]1[CH2:8][CH2:7][N:6]([C:28]([O:27][CH2:20][C:21]2[CH:26]=[CH:25][CH:24]=[CH:23][CH:22]=2)=[O:29])[CH2:5][CH2:4]1. (10) Given the reactants FC(F)(F)C(O)=O.C(OC(=O)[NH:14][CH:15]1[CH2:19][CH2:18][N:17]([C:20]([C:22]2[S:23][C:24]3[C:33]4[N:32]=[C:31]([NH:34][C:35]5[CH:40]=[CH:39][CH:38]=[C:37]([S:41](=[O:44])(=[O:43])[NH2:42])[CH:36]=5)[N:30]=[CH:29][C:28]=4[CH:27]=[CH:26][C:25]=3[N:45]=2)=[O:21])[CH2:16]1)(C)(C)C, predict the reaction product. The product is: [NH2:14][CH:15]1[CH2:19][CH2:18][N:17]([C:20]([C:22]2[S:23][C:24]3[C:33]4[N:32]=[C:31]([NH:34][C:35]5[CH:36]=[C:37]([S:41]([NH2:42])(=[O:43])=[O:44])[CH:38]=[CH:39][CH:40]=5)[N:30]=[CH:29][C:28]=4[CH:27]=[CH:26][C:25]=3[N:45]=2)=[O:21])[CH2:16]1.